From a dataset of NCI-60 drug combinations with 297,098 pairs across 59 cell lines. Regression. Given two drug SMILES strings and cell line genomic features, predict the synergy score measuring deviation from expected non-interaction effect. (1) Drug 2: N.N.Cl[Pt+2]Cl. Synergy scores: CSS=26.9, Synergy_ZIP=-6.28, Synergy_Bliss=1.19, Synergy_Loewe=-0.409, Synergy_HSA=0.356. Cell line: T-47D. Drug 1: C1CN1P(=S)(N2CC2)N3CC3. (2) Drug 1: C1CN1P(=S)(N2CC2)N3CC3. Drug 2: CCC1(C2=C(COC1=O)C(=O)N3CC4=CC5=C(C=CC(=C5CN(C)C)O)N=C4C3=C2)O.Cl. Cell line: TK-10. Synergy scores: CSS=33.2, Synergy_ZIP=-6.79, Synergy_Bliss=-1.70, Synergy_Loewe=0.808, Synergy_HSA=2.25. (3) Drug 1: CN(C)N=NC1=C(NC=N1)C(=O)N. Drug 2: C1=CC(=CC=C1CCCC(=O)O)N(CCCl)CCCl. Cell line: 786-0. Synergy scores: CSS=51.3, Synergy_ZIP=3.98, Synergy_Bliss=3.19, Synergy_Loewe=5.58, Synergy_HSA=3.63.